Binary Classification. Given a miRNA mature sequence and a target amino acid sequence, predict their likelihood of interaction. From a dataset of Experimentally validated miRNA-target interactions with 360,000+ pairs, plus equal number of negative samples. (1) The miRNA is hsa-miR-181c-5p with sequence AACAUUCAACCUGUCGGUGAGU. The protein sequence of the target gene is MLSLSPILLYTCEMFQDPVAFKDVAVNFTQEEWALLDISQKNLYREVMLETFWNLTSIGKKWKDQNIEYEYQNPRRNFRSVTEEKVNEIKEDSHCGETFTPVPDDRLNFQKKKASPEVKSCDSFVCEVGLGNSSSNMNIRGDTGHKACECQEYGPKPWKSQQPKKAFRYHPSLRTQERDHTGKKPYACKECGKNIIYHSSIQRHMVVHSGDGPYKCKFCGKAFHCLSLYLIHERTHTGEKPYECKQCGKSFSYSATHRIHERTHIGEKPYECQECGKAFHSPRSCHRHERSHMGEKAYQC.... Result: 1 (interaction). (2) The miRNA is hsa-miR-4735-3p with sequence AAAGGUGCUCAAAUUAGACAU. The protein sequence of the target gene is MDAELAEVRALQAEIAALRRACEDPPAPWEEKSRVQKSFQAIHQFNLEGWKSSKDLKNQLGHLESELSFLSTLTGINIRNHSKQTEDLTSTEMTEKSIRKVLQRHRLSGNCHMVTFQLEFQILEIQNKERLSSAVTDLNIIMEPTECSELSEFVSRAEERKDLFMFFRSLHFFVEWFEYRKRTFKHLKEKYPDAVYLSEGPSSCSMGIRSASRPGFELVIVWRIQIDEDGKVFPKLDLLTKVPQRALELDKNRAIETAPLSFRTLVGLLGIEAALESLIKSLCAEENN. Result: 0 (no interaction). (3) The miRNA is mmu-miR-463-3p with sequence UGAUAGACACCAUAUAAGGUAG. The protein sequence of the target gene is MIRAFSFPVSPERGRLRGWLEGSLAGLCELHWLRERQEYRVQQALRLAQPGMGGAEAEDEEDADEDEDAAAARRAAAALEEQLEALPGLVWDLGQQLGDLSLESGGLEQESGRSSGFYEDPSSTGGPDSPPSTFCGDSGFSGSSSYGRLGPSEPRGIYASERPKSLGDASPSAPEVVGARAAVPRSFSAPYPTAGGSAGPEACSSAERRARAGPFLTPSPLHAVAMRSPRPCGRPPTDSPDAGGAGRPLDGYISALLRRRRRRGAGQPRTSPGGADGGPRRQNSVRQRPPDASPSPGSAR.... Result: 0 (no interaction). (4) The miRNA is mmu-miR-362-3p with sequence AACACACCUGUUCAAGGAUUCA. The protein sequence of the target gene is MSSAPEPPTFKKEPPKEKEFQSPGLRGVRTTTLFRAVNPELFIKPNKPVMAFGLVTLSLCVAYIGYLHAIQENKKDLYEAIDSEGHSYMRRKTSKWD. Result: 0 (no interaction). (5) The miRNA is mmu-miR-297c-5p with sequence AUGUAUGUGUGCAUGUACAUGU. The protein sequence of the target gene is MSDPCGTKPVQESNPTMSLWSLEDRHSSQGRPQPDQDPVAKEAPTSELQMKVDFFRKLGYSSSEIHSVLQKLGVQADTNTVLGELVKHGSATERECQALTAPSPQPPLVPRGGSTPKPSTLEPSLPEEDREGSDLRPVVIDGSNVAMSHGNKEVFSCRGILLAVNWFLERGHTDITVFVPSWRKEQPRPDVPITDQHILRELEKKKILVFTPSRRVGGKRVVCYDDRFIVKLAFESDGVVVSNDTYRDLQGERQEWKRFIEERLLMYSFVNDKFMPPDDPLGRHGPSLDNFLRKKPLPSE.... Result: 1 (interaction).